This data is from Full USPTO retrosynthesis dataset with 1.9M reactions from patents (1976-2016). The task is: Predict the reactants needed to synthesize the given product. (1) Given the product [F:1][C:2]1[CH:7]=[C:6]([I:8])[CH:5]=[CH:4][C:3]=1[NH:9][C:10]1[C:11]([C:18]([N:46]2[CH2:47][C:44]([C@@H:48]([NH:50][C:51](=[O:57])[O:52][C:53]([CH3:56])([CH3:55])[CH3:54])[CH3:49])([OH:43])[CH2:45]2)=[O:20])=[N:12][N:13]([CH3:17])[C:14](=[O:16])[CH:15]=1, predict the reactants needed to synthesize it. The reactants are: [F:1][C:2]1[CH:7]=[C:6]([I:8])[CH:5]=[CH:4][C:3]=1[NH:9][C:10]1[C:11]([C:18]([OH:20])=O)=[N:12][N:13]([CH3:17])[C:14](=[O:16])[CH:15]=1.ON1C2C=CC=CC=2N=N1.Cl.CN(C)CCCN=C=NCC.[OH:43][C:44]1([C@@H:48]([NH:50][C:51](=[O:57])[O:52][C:53]([CH3:56])([CH3:55])[CH3:54])[CH3:49])[CH2:47][NH:46][CH2:45]1. (2) The reactants are: C(OC1C(=O)N=C(CC2(C3C4C(=CC=CC=4)C=CC=3)CCCC2)N2CCN(C3CC3)C(=O)C=12)C1C=CC=CC=1.O[CH2:41][CH2:42][N:43]([CH:77]1[CH2:80][O:79][CH2:78]1)[C:44]([C:46]1[C:51]([O:52][CH2:53][C:54]2[CH:59]=[CH:58][CH:57]=[CH:56][CH:55]=2)=[C:50]([OH:60])[N:49]=[C:48]([CH2:61][C:62]2([C:67]3[C:76]4[C:71](=[CH:72][CH:73]=[CH:74][CH:75]=4)[CH:70]=[CH:69][CH:68]=3)[CH2:66][CH2:65][CH2:64][CH2:63]2)[N:47]=1)=[O:45]. Given the product [CH2:53]([O:52][C:51]1[C:50](=[O:60])[N:49]=[C:48]([CH2:61][C:62]2([C:67]3[C:76]4[C:71](=[CH:72][CH:73]=[CH:74][CH:75]=4)[CH:70]=[CH:69][CH:68]=3)[CH2:66][CH2:65][CH2:64][CH2:63]2)[N:47]2[CH2:41][CH2:42][N:43]([CH:77]3[CH2:78][O:79][CH2:80]3)[C:44](=[O:45])[C:46]=12)[C:54]1[CH:59]=[CH:58][CH:57]=[CH:56][CH:55]=1, predict the reactants needed to synthesize it. (3) Given the product [O:32]1[C:31]2[CH:35]=[CH:36][C:28]([CH2:27][N:24]3[CH2:23][CH2:22][N:21]([C:19](=[O:20])[CH2:18][N:14]4[C:15]5[C:11](=[CH:10][C:9]([O:8][C:5]6[N:6]=[CH:7][C:2]([NH:1][C:48](=[O:49])[C:47]7[CH:51]=[CH:52][C:53]([Cl:54])=[C:45]([Cl:44])[CH:46]=7)=[CH:3][CH:4]=6)=[CH:17][CH:16]=5)[CH2:12][CH2:13]4)[CH2:26][CH2:25]3)=[CH:29][C:30]=2[O:34][CH2:33]1, predict the reactants needed to synthesize it. The reactants are: [NH2:1][C:2]1[CH:3]=[CH:4][C:5]([O:8][C:9]2[CH:10]=[C:11]3[C:15](=[CH:16][CH:17]=2)[N:14]([CH2:18][C:19]([N:21]2[CH2:26][CH2:25][N:24]([CH2:27][C:28]4[CH:36]=[CH:35][C:31]5[O:32][CH2:33][O:34][C:30]=5[CH:29]=4)[CH2:23][CH2:22]2)=[O:20])[CH2:13][CH2:12]3)=[N:6][CH:7]=1.C(N(CC)CC)C.[Cl:44][C:45]1[CH:46]=[C:47]([CH:51]=[CH:52][C:53]=1[Cl:54])[C:48](Cl)=[O:49]. (4) Given the product [CH3:2][O:3][C:4](=[O:23])[C:5]([OH:6])=[CH:7][C:8](=[O:9])[N:10]([CH2:13][C:14]1[CH:19]=[CH:18][C:17]([F:20])=[CH:16][C:15]=1[S:21][CH3:22])[O:11][CH3:12], predict the reactants needed to synthesize it. The reactants are: C[C:2]1(C)[O:6][C:5](=[CH:7][C:8]([N:10]([CH2:13][C:14]2[CH:19]=[CH:18][C:17]([F:20])=[CH:16][C:15]=2[S:21][CH3:22])[O:11][CH3:12])=[O:9])[C:4](=[O:23])[O:3]1.